This data is from Full USPTO retrosynthesis dataset with 1.9M reactions from patents (1976-2016). The task is: Predict the reactants needed to synthesize the given product. Given the product [CH3:17][NH:18][CH:10]([C:6]1[N:5]=[C:4]2[CH:3]=[CH:2][NH:1][C:9]2=[CH:8][CH:7]=1)[CH3:11], predict the reactants needed to synthesize it. The reactants are: [NH:1]1[C:9]2[C:4](=[N:5][C:6]([C:10](=O)[CH3:11])=[CH:7][CH:8]=2)[CH:3]=[CH:2]1.Cl.CN.[BH3-][C:17]#[N:18].[Na+].